Dataset: Full USPTO retrosynthesis dataset with 1.9M reactions from patents (1976-2016). Task: Predict the reactants needed to synthesize the given product. (1) Given the product [CH2:21]([O:20][C:9]1[C:10]([CH:17]([CH3:18])[CH3:19])=[CH:11][C:12]([CH:14]([CH3:15])[CH3:16])=[CH:13][C:8]=1[C:6]#[C:7][C:28]#[N:29])[CH2:22][CH2:23][CH2:24][CH2:25][CH3:26], predict the reactants needed to synthesize it. The reactants are: [Li]CCCC.[C:6]([C:8]1[CH:13]=[C:12]([CH:14]([CH3:16])[CH3:15])[CH:11]=[C:10]([CH:17]([CH3:19])[CH3:18])[C:9]=1[O:20][CH2:21][CH2:22][CH2:23][CH2:24][CH2:25][CH3:26])#[CH:7].O(C1C=CC=CC=1)[C:28]#[N:29].[OH-].[Na+]. (2) The reactants are: Cl[C:2]1[CH:11]=[C:10]([CH3:12])[C:9]2[C:4](=[CH:5][CH:6]=[C:7]([Cl:13])[CH:8]=2)[N:3]=1.[C:14](OCC)(=[O:17])[NH:15][NH2:16]. Given the product [Cl:13][C:7]1[CH:8]=[C:9]2[C:4](=[CH:5][CH:6]=1)[N:3]1[C:14](=[O:17])[NH:15][N:16]=[C:2]1[CH:11]=[C:10]2[CH3:12], predict the reactants needed to synthesize it. (3) Given the product [O:15]1[CH2:20][CH2:19][CH:18]([C:21]2[S:23][CH:2]=[C:3]([C@@H:5]3[CH2:10][CH2:9][CH2:8][CH2:7][C@H:6]3[C:11]([O:13][CH3:14])=[O:12])[N:22]=2)[CH2:17][CH2:16]1, predict the reactants needed to synthesize it. The reactants are: Cl[CH2:2][C:3]([C@@H:5]1[CH2:10][CH2:9][CH2:8][CH2:7][C@H:6]1[C:11]([O:13][CH3:14])=[O:12])=O.[O:15]1[CH2:20][CH2:19][CH:18]([C:21](=[S:23])[NH2:22])[CH2:17][CH2:16]1. (4) Given the product [C:1]([O:5][C:6]([N:8]1[CH2:17][CH2:16][C:15]2[C:14]([O:20][C:21]3[CH:22]=[C:23]4[C:27](=[CH:28][CH:29]=3)[NH:26][CH:25]=[CH:24]4)=[N:13][CH:12]=[N:11][C:10]=2[CH:9]1[CH3:19])=[O:7])([CH3:4])([CH3:3])[CH3:2], predict the reactants needed to synthesize it. The reactants are: [C:1]([O:5][C:6]([N:8]1[CH2:17][CH2:16][C:15]2[C:14](Cl)=[N:13][CH:12]=[N:11][C:10]=2[CH:9]1[CH3:19])=[O:7])([CH3:4])([CH3:3])[CH3:2].[OH:20][C:21]1[CH:22]=[C:23]2[C:27](=[CH:28][CH:29]=1)[NH:26][CH:25]=[CH:24]2.C1CCN2C(=NCCC2)CC1. (5) Given the product [CH3:52][C:51](=[CH2:50])[C:28]([NH:27][C:23]1[CH:24]=[CH:25][CH:26]=[C:21]([C:19]2[C:20]3[C:12]([C:6]4[CH:5]=[CH:4][CH:3]=[C:2]([CH3:1])[CH:7]=4)=[CH:13][NH:14][C:15]=3[N:16]=[CH:17][N:18]=2)[CH:22]=1)=[O:30], predict the reactants needed to synthesize it. The reactants are: [CH3:1][C:2]1[CH:3]=[C:4](B(O)O)[CH:5]=[CH:6][CH:7]=1.Br[C:12]1[C:20]2[C:19]([C:21]3[CH:26]=[CH:25][CH:24]=[C:23]([NH:27][C:28]([O:30]C(C)(C)C)=O)[CH:22]=3)=[N:18][CH:17]=[N:16][C:15]=2[N:14](C(OC(C)(C)C)=O)[CH:13]=1.P([O-])([O-])([O-])=O.[K+].[K+].[K+].[CH3:50][C:51](=C)[C:52](Cl)=O. (6) The reactants are: [CH3:1][CH2:2][N:3]([C:6]([C:8]1([C:13]2[CH:14]=[CH:15][CH:16]=[CH:17][CH:18]=2)[CH:10]([CH2:11][NH2:12])[CH2:9]1)=[O:7])[CH2:4][CH3:5].[ClH:19].CCCCC.CCCCCC. Given the product [CH3:5][CH2:4][N:3]([C:6]([C:8]1([C:13]2[CH:14]=[CH:15][CH:16]=[CH:17][CH:18]=2)[CH:10]([CH2:11][NH2:12])[CH2:9]1)=[O:7])[CH2:2][CH3:1].[ClH:19].[ClH:19], predict the reactants needed to synthesize it. (7) Given the product [Br:1][C:2]1[CH:3]=[C:4]2[C:9](=[CH:10][C:11]=1[C:12]([P:15]([O:17][CH2:18][CH3:19])([O:20][CH2:21][CH3:22])=[O:16])([F:14])[F:13])[CH:8]=[C:7](/[CH:23]=[CH:32]/[C:34]1[CH:35]=[C:36]([CH:41]=[CH:42][CH:43]=1)[C:37]([O:39][CH3:40])=[O:38])[CH:6]=[CH:5]2, predict the reactants needed to synthesize it. The reactants are: [Br:1][C:2]1[CH:3]=[C:4]2[C:9](=[CH:10][C:11]=1[C:12]([P:15]([O:20][CH2:21][CH3:22])([O:17][CH2:18][CH3:19])=[O:16])([F:14])[F:13])[CH:8]=[C:7]([CH2:23]P(=O)(OCC)OCC)[CH:6]=[CH:5]2.[CH:32]([C:34]1[CH:35]=[C:36]([CH:41]=[CH:42][CH:43]=1)[C:37]([O:39][CH3:40])=[O:38])=O.CC(C)([O-])C.[K+]. (8) Given the product [CH2:1]([C:3]1[C:8]([CH2:9][CH:10]=[O:11])=[CH:7][CH:6]=[CH:5][C:4]=1[C:13]1[N:17]=[C:16]([C:18]2[CH:19]=[CH:20][C:21]([O:26][CH:27]([CH3:28])[CH3:29])=[C:22]([CH:25]=2)[C:23]#[N:24])[S:15][N:14]=1)[CH3:2], predict the reactants needed to synthesize it. The reactants are: [CH2:1]([C:3]1[C:8](/[CH:9]=[CH:10]/[O:11]C)=[CH:7][CH:6]=[CH:5][C:4]=1[C:13]1[N:17]=[C:16]([C:18]2[CH:19]=[CH:20][C:21]([O:26][CH:27]([CH3:29])[CH3:28])=[C:22]([CH:25]=2)[C:23]#[N:24])[S:15][N:14]=1)[CH3:2].Cl. (9) Given the product [N+:1]([O-:4])([O-:3])=[O:2].[La+3:15].[N+:11]([O-:14])([O-:13])=[O:12].[N+:16]([O-:19])([O-:18])=[O:17], predict the reactants needed to synthesize it. The reactants are: [N+:1]([O-:4])([OH:3])=[O:2].O.O.O.O.O.O.[N+:11]([O-:14])([O-:13])=[O:12].[La+3:15].[N+:16]([O-:19])([O-:18])=[O:17].[N+]([O-])([O-])=O. (10) Given the product [OH:3][N:2]=[C:6]([NH2:19])[CH2:7][CH2:8][CH2:9][CH2:10][CH2:11][CH2:12][CH2:13][CH2:14][CH2:15][CH2:16][CH2:17][CH3:18], predict the reactants needed to synthesize it. The reactants are: Cl.[NH2:2][OH:3].[OH-].[Na+].[C:6](#[N:19])[CH2:7][CH2:8][CH2:9][CH2:10][CH2:11][CH2:12][CH2:13][CH2:14][CH2:15][CH2:16][CH2:17][CH3:18].NO.